From a dataset of Reaction yield outcomes from USPTO patents with 853,638 reactions. Predict the reaction yield, written as a fraction of the theoretical maximum amount of product (1.0 means a 100% yield; for example, 0.34 means a 34% yield). (1) The reactants are N[N:2]([CH:10]=[NH:11])[C:3](=[O:9])[O:4][C:5]([CH3:8])([CH3:7])[CH3:6].Br[CH2:13][C:14]([C:16]1[CH:21]=[CH:20][CH:19]=[CH:18][N:17]=1)=O.C(OCC)(=O)C.C[N:29](C)C=O. No catalyst specified. The product is [N:17]1[CH:18]=[CH:19][CH:20]=[CH:21][C:16]=1[C:14]1[N:29]=[C:10]([NH:2][C:3](=[O:9])[O:4][C:5]([CH3:8])([CH3:7])[CH3:6])[NH:11][CH:13]=1. The yield is 0.270. (2) The reactants are [CH3:1][O:2][C:3]1[CH:4]=[C:5]([C:9](=[O:20])[CH2:10][C:11](=[NH:19])[NH:12][C:13]2[CH:18]=[CH:17][CH:16]=[CH:15][CH:14]=2)[CH:6]=[CH:7][CH:8]=1.[C:21](OC)(=[O:24])[C:22]#[CH:23]. The catalyst is CO. The product is [NH2:19][C:11]1[N:12]([C:13]2[CH:18]=[CH:17][CH:16]=[CH:15][CH:14]=2)[C:21](=[O:24])[CH:22]=[CH:23][C:10]=1[C:9](=[O:20])[C:5]1[CH:6]=[CH:7][CH:8]=[C:3]([O:2][CH3:1])[CH:4]=1. The yield is 0.300.